From a dataset of Reaction yield outcomes from USPTO patents with 853,638 reactions. Predict the reaction yield, written as a fraction of the theoretical maximum amount of product (1.0 means a 100% yield; for example, 0.34 means a 34% yield). The reactants are [OH:1][C:2]1[CH:7]=[CH:6][C:5]([C:8]2[C:9](=[O:23])[C:10]([CH3:22])([CH3:21])[O:11][C:12]=2[C:13]2[CH:18]=[CH:17][C:16]([O:19][CH3:20])=[CH:15][CH:14]=2)=[CH:4][CH:3]=1.C(=O)([O-])[O-].[Cs+].[Cs+].CN(C=O)C.[Cl:35][C:36]1[CH:37]=[CH:38][C:39]2[N:40]([CH:42]=[C:43]([CH2:45]Cl)[N:44]=2)[N:41]=1. The catalyst is O. The product is [Cl:35][C:36]1[CH:37]=[CH:38][C:39]2[N:40]([CH:42]=[C:43]([CH2:45][O:1][C:2]3[CH:3]=[CH:4][C:5]([C:8]4[C:9](=[O:23])[C:10]([CH3:21])([CH3:22])[O:11][C:12]=4[C:13]4[CH:18]=[CH:17][C:16]([O:19][CH3:20])=[CH:15][CH:14]=4)=[CH:6][CH:7]=3)[N:44]=2)[N:41]=1. The yield is 0.630.